This data is from Forward reaction prediction with 1.9M reactions from USPTO patents (1976-2016). The task is: Predict the product of the given reaction. (1) Given the reactants [CH3:1][O:2][C:3]1[CH:12]=[C:11]([O:13][CH3:14])[CH:10]=[C:9]2[C:4]=1[C:5](=[O:31])[NH:6][C:7]([C:15]1[CH:20]=[CH:19][C:18]([N:21]3[CH2:25][CH2:24][CH:23]([N:26](C)[C:27](=O)C)[CH2:22]3)=[CH:17][CH:16]=1)=[N:8]2, predict the reaction product. The product is: [CH3:1][O:2][C:3]1[CH:12]=[C:11]([O:13][CH3:14])[CH:10]=[C:9]2[C:4]=1[C:5](=[O:31])[NH:6][C:7]([C:15]1[CH:20]=[CH:19][C:18]([N:21]3[CH2:25][CH2:24][CH:23]([NH:26][CH3:27])[CH2:22]3)=[CH:17][CH:16]=1)=[N:8]2. (2) Given the reactants [O:1]1[C:5]2[CH:6]=[CH:7][C:8]([S:10]([N:13]3[CH2:18][CH2:17][CH:16]([NH:19][C:20]4[C:25]([N+:26]([O-])=O)=[CH:24][CH:23]=[C:22]([CH3:29])[N:21]=4)[CH2:15][CH2:14]3)(=[O:12])=[O:11])=[CH:9][C:4]=2[O:3][CH2:2]1.[NH4+].[Cl-], predict the reaction product. The product is: [O:1]1[C:5]2[CH:6]=[CH:7][C:8]([S:10]([N:13]3[CH2:14][CH2:15][CH:16]([NH:19][C:20]4[C:25]([NH2:26])=[CH:24][CH:23]=[C:22]([CH3:29])[N:21]=4)[CH2:17][CH2:18]3)(=[O:12])=[O:11])=[CH:9][C:4]=2[O:3][CH2:2]1. (3) Given the reactants [Cl:1][C:2]1[CH:7]=[CH:6][C:5]([N:8]([C@H:12]2[C:21]3[C:16](=[CH:17][CH:18]=[CH:19][CH:20]=3)[N:15]([C:22]([C:24]3[CH:25]=[N:26]N(C(C)C)C=3)=[O:23])[C@@H:14]([CH3:32])[CH2:13]2)[C:9](=[O:11])[CH3:10])=[CH:4][CH:3]=1.[CH:33]([N:36]1[CH:40]=[C:39]([C:41](Cl)=[O:42])C=N1)(C)[CH3:34].[C:44]([O-:47])(=[O:46])[CH3:45].Br[CH2:49][C:50]([O:52][CH2:53][CH3:54])=[O:51].C(=O)([O-])[O-:56].[K+].[K+].[I-].[K+], predict the reaction product. The product is: [C:9]([N:8]([C:5]1[CH:4]=[CH:3][C:2]([Cl:1])=[CH:7][CH:6]=1)[C@H:12]1[C:21]2[C:16](=[CH:17][CH:18]=[CH:19][CH:20]=2)[N:15]([C:22]([C:41]2[O:42][N:36]=[C:40]([O:46][CH2:49][C:50]([O:52][CH2:53][CH3:54])=[O:51])[CH:39]=2)=[O:23])[C@@H:14]([CH3:32])[CH2:13]1)(=[O:11])[CH3:10].[CH2:33]([O:46][C:44](=[O:47])[CH2:45][O:56][C:25]1[CH:24]=[C:22]([C:50]([O:52][CH3:53])=[O:51])[O:23][N:26]=1)[CH3:34]. (4) Given the reactants [OH:1][CH2:2][CH2:3][N:4]([CH2:9][C:10]([OH:12])=[O:11])[CH2:5][C:6]([OH:8])=[O:7].Cl.[CH2:14](N(CC)CC)[CH3:15].[C:21](Cl)(=[O:23])[CH3:22].[CH3:25][CH2:26]O, predict the reaction product. The product is: [CH2:14]([O:11][C:10](=[O:12])[CH2:9][N:4]([CH2:3][CH2:2][O:1][C:21](=[O:23])[CH3:22])[CH2:5][C:6]([O:8][CH2:25][CH3:26])=[O:7])[CH3:15]. (5) Given the reactants [CH3:1][C:2]1[CH:3]=[C:4]([CH:7]=[CH:8][CH:9]=1)[CH2:5]Cl.[CH2:10]([N:17]1[C:25]2[C:20](=[CH:21][CH:22]=[C:23]([CH2:26][C:27]([OH:29])=[O:28])[CH:24]=2)[CH:19]=[CH:18]1)[C:11]1[CH:16]=[CH:15][CH:14]=[CH:13][CH:12]=1, predict the reaction product. The product is: [CH3:1][C:2]1[CH:3]=[C:4]([CH:7]=[CH:8][CH:9]=1)[CH2:5][N:17]1[C:25]2[C:20](=[CH:21][CH:22]=[C:23]([CH2:26][C:27]([OH:29])=[O:28])[CH:24]=2)[CH:19]=[CH:18]1.[CH2:10]([N:17]1[C:25]2[C:20](=[CH:21][CH:22]=[C:23]([CH2:26][C:27]([OH:29])=[O:28])[CH:24]=2)[CH:19]=[CH:18]1)[C:11]1[CH:12]=[CH:13][CH:14]=[CH:15][CH:16]=1. (6) Given the reactants [N+:1]([C:4]1[CH:5]=[C:6]2[C:11](=[CH:12][CH:13]=1)[NH:10][C:9](=[O:14])[C:8]([C:15]1[S:16][CH:17]=[CH:18][CH:19]=1)=[N:7]2)([O-])=O.NN.O, predict the reaction product. The product is: [NH2:1][C:4]1[CH:5]=[C:6]2[C:11](=[CH:12][CH:13]=1)[NH:10][C:9](=[O:14])[C:8]([C:15]1[S:16][CH:17]=[CH:18][CH:19]=1)=[N:7]2. (7) Given the reactants [CH3:1][S:2](Cl)(=[O:4])=[O:3].Cl.[Cl:7][C:8]1[CH:9]=[CH:10][C:11]([C:14]2[CH:28]=[CH:27][C:17]([O:18][CH2:19][C@H:20]3[CH2:25][CH2:24][O:23][CH2:22][C@@H:21]3[NH2:26])=[CH:16][CH:15]=2)=[N:12][CH:13]=1.C(N(CC)CC)C, predict the reaction product. The product is: [Cl:7][C:8]1[CH:9]=[CH:10][C:11]([C:14]2[CH:15]=[CH:16][C:17]([O:18][CH2:19][C@H:20]3[CH2:25][CH2:24][O:23][CH2:22][C@@H:21]3[NH:26][S:2]([CH3:1])(=[O:4])=[O:3])=[CH:27][CH:28]=2)=[N:12][CH:13]=1. (8) Given the reactants [N:1]1([C:12](=[O:13])[C:11]2[N:10]([CH2:14][C:15]([OH:17])=O)[CH:9]=[N:8][C:7]=2[N:5]([CH3:6])[C:3]1=[O:4])[CH3:2].CCN(C(C)C)[CH:21]([CH3:23])[CH3:22].[NH2:27][C:28]1[CH:33]=[CH:32][CH:31]=[CH:30][CH:29]=1.CCN=C=NCCCN(C)C, predict the reaction product. The product is: [CH3:2][N:1]1[C:12](=[O:13])[C:11]2[N:10]([CH2:14][C:15]([NH:27][C:28]3[CH:33]=[CH:32][C:31]([CH:21]([CH3:23])[CH3:22])=[CH:30][CH:29]=3)=[O:17])[CH:9]=[N:8][C:7]=2[N:5]([CH3:6])[C:3]1=[O:4]. (9) Given the reactants [F:1][C:2]1[C:7]([OH:8])=[CH:6][CH:5]=[CH:4][C:3]=1[CH2:9][NH:10][C:11]([C:13]1[CH:14]=[C:15]2[C:20](=[CH:21][CH:22]=1)[N:19]=[CH:18][CH:17]=[CH:16]2)=[O:12].C(=O)([O-])[O-].[K+].[K+].CN(C=O)C.Br[CH2:35][CH2:36][CH:37]=[CH:38][CH3:39], predict the reaction product. The product is: [CH2:35]([O:8][C:7]1[C:2]([F:1])=[C:3]([CH2:9][NH:10][C:11]([C:13]2[CH:14]=[C:15]3[C:20](=[CH:21][CH:22]=2)[N:19]=[CH:18][CH:17]=[CH:16]3)=[O:12])[CH:4]=[CH:5][CH:6]=1)[CH:36]=[CH:37][CH2:38][CH3:39].